The task is: Predict which catalyst facilitates the given reaction.. This data is from Catalyst prediction with 721,799 reactions and 888 catalyst types from USPTO. (1) Reactant: [NH2:1][C:2]1[N:3]=[CH:4][C:5]2[CH2:11][N:10]([CH:12]3[C:17](=[O:18])[N:16]([C:19]4[CH:24]=[CH:23][C:22]([NH:25]C(=O)OC(C)(C)C)=[CH:21][CH:20]=4)[CH2:15][CH:14]=[C:13]3[CH3:33])[CH2:9][CH2:8][C:6]=2[N:7]=1.C(O)(C(F)(F)F)=O.C([O-])(O)=O.[Na+]. Product: [NH2:1][C:2]1[N:3]=[CH:4][C:5]2[CH2:11][N:10]([C:12]3[C:17](=[O:18])[N:16]([C:19]4[CH:20]=[CH:21][C:22]([NH2:25])=[CH:23][CH:24]=4)[CH:15]=[CH:14][C:13]=3[CH3:33])[CH2:9][CH2:8][C:6]=2[N:7]=1. The catalyst class is: 92. (2) Reactant: [CH2:1]([O:4][CH2:5][CH:6]([OH:14])[CH2:7][NH:8][C:9](=[O:13])[C:10]([CH3:12])=[CH2:11])[CH:2]=[CH2:3].[CH3:15][Si:16]([CH3:30])([CH3:29])[O:17][SiH:18]([O:24][Si:25]([CH3:28])([CH3:27])[CH3:26])[O:19][Si:20]([CH3:23])([CH3:22])[CH3:21].[Cl-]. Product: [OH:14][CH:6]([CH2:5][O:4][CH2:1][CH2:2][CH2:3][Si:18]([O:19][Si:20]([CH3:23])([CH3:22])[CH3:21])([O:24][Si:25]([CH3:28])([CH3:27])[CH3:26])[O:17][Si:16]([CH3:29])([CH3:30])[CH3:15])[CH2:7][NH:8][C:9](=[O:13])[C:10]([CH3:12])=[CH2:11]. The catalyst class is: 11. (3) Reactant: CCN(C(C)C)C(C)C.Cl.Cl.[Br:12][C:13]1[C:14]([N:22]2[CH2:27][CH2:26][NH:25][CH2:24][CH2:23]2)=[C:15]2[CH:21]=[N:20][NH:19][C:16]2=[N:17][CH:18]=1.F[B-](F)(F)F.N1(OC(N(C)C)=[N+](C)C)C2C=CC=CC=2N=N1.[C:50]([O:54][C:55]([N:57]([CH:70]([CH3:72])[CH3:71])[CH2:58][C@H:59]([C:63]1[CH:68]=[CH:67][C:66]([Cl:69])=[CH:65][CH:64]=1)[C:60](O)=[O:61])=[O:56])([CH3:53])([CH3:52])[CH3:51]. Product: [Br:12][C:13]1[C:14]([N:22]2[CH2:23][CH2:24][N:25]([C:60](=[O:61])[C@@H:59]([C:63]3[CH:64]=[CH:65][C:66]([Cl:69])=[CH:67][CH:68]=3)[CH2:58][N:57]([CH:70]([CH3:72])[CH3:71])[C:55](=[O:56])[O:54][C:50]([CH3:53])([CH3:51])[CH3:52])[CH2:26][CH2:27]2)=[C:15]2[CH:21]=[N:20][NH:19][C:16]2=[N:17][CH:18]=1. The catalyst class is: 2. (4) The catalyst class is: 15. Reactant: [NH2:1][C:2]1[NH:6][N:5]=[C:4]([OH:7])[C:3]=1[C:8]1[CH:13]=[CH:12][CH:11]=[CH:10][CH:9]=1.[O:14]1[CH2:19][CH2:18][O:17][C:16]2[CH:20]=[C:21]([C:24](=O)[CH2:25][C:26](OCC)=[O:27])[CH:22]=[CH:23][C:15]1=2. Product: [O:14]1[CH2:19][CH2:18][O:17][C:16]2[CH:20]=[C:21]([C:24]3[NH:1][C:2]4[N:6]([N:5]=[C:4]([OH:7])[C:3]=4[C:8]4[CH:13]=[CH:12][CH:11]=[CH:10][CH:9]=4)[C:26](=[O:27])[CH:25]=3)[CH:22]=[CH:23][C:15]1=2. (5) Reactant: [CH:1]12[O:6][CH:5]1[CH2:4][N:3]([C:7]([O:9][CH2:10][C:11]1[CH:16]=[CH:15][CH:14]=[CH:13][CH:12]=1)=[O:8])[CH2:2]2.[Cu](C#N)[C:18]#N.C[Mg]Br. Product: [OH:6][C@H:5]1[C@H:1]([CH3:18])[CH2:2][N:3]([C:7]([O:9][CH2:10][C:11]2[CH:16]=[CH:15][CH:14]=[CH:13][CH:12]=2)=[O:8])[CH2:4]1. The catalyst class is: 1. (6) Reactant: [H-].[Na+].[F:3][C:4]([F:22])([F:21])[C:5](=[N:17][N:18]([CH3:20])[CH3:19])[CH2:6][C:7]1[CH:16]=[CH:15][C:10]([C:11]([O:13][CH3:14])=[O:12])=[CH:9][CH:8]=1.[Br:23][CH2:24][CH2:25][CH2:26]Br. Product: [Br:23][CH2:24][CH2:25][CH2:26][CH:6]([C:7]1[CH:16]=[CH:15][C:10]([C:11]([O:13][CH3:14])=[O:12])=[CH:9][CH:8]=1)[C:5](=[N:17][N:18]([CH3:20])[CH3:19])[C:4]([F:21])([F:22])[F:3]. The catalyst class is: 3. (7) Reactant: [CH2:1]1[C:3]2([CH2:8][CH2:7][CH:6]([CH2:9][OH:10])[CH2:5][CH2:4]2)[CH2:2]1.[Cr](O[Cr]([O-])(=O)=O)([O-])(=O)=O.[NH+]1C=CC=CC=1.[NH+]1C=CC=CC=1. Product: [CH2:2]1[C:3]2([CH2:8][CH2:7][CH:6]([CH:9]=[O:10])[CH2:5][CH2:4]2)[CH2:1]1. The catalyst class is: 2.